From a dataset of Full USPTO retrosynthesis dataset with 1.9M reactions from patents (1976-2016). Predict the reactants needed to synthesize the given product. Given the product [C:14]1([CH2:20][C:21]([Cl:1])=[N:22][OH:23])[CH:19]=[CH:18][CH:17]=[CH:16][CH:15]=1, predict the reactants needed to synthesize it. The reactants are: [Cl:1]N1C(=O)CCC1=O.CN(C=O)C.[C:14]1([CH2:20][CH:21]=[N:22][OH:23])[CH:19]=[CH:18][CH:17]=[CH:16][CH:15]=1.C(OCC)C.